From a dataset of hERG potassium channel inhibition data for cardiac toxicity prediction from Karim et al.. Regression/Classification. Given a drug SMILES string, predict its toxicity properties. Task type varies by dataset: regression for continuous values (e.g., LD50, hERG inhibition percentage) or binary classification for toxic/non-toxic outcomes (e.g., AMES mutagenicity, cardiotoxicity, hepatotoxicity). Dataset: herg_karim. The result is 0 (non-blocker). The molecule is O=C(O)CN1CCC(CN2CCC(Oc3ccc(CO)c(Cl)c3)CC2)CC1.